Dataset: Catalyst prediction with 721,799 reactions and 888 catalyst types from USPTO. Task: Predict which catalyst facilitates the given reaction. Reactant: [NH2:1][C:2]1[C:3]([C:16]2[CH:24]=[CH:23][C:19]([C:20](O)=[O:21])=[C:18]([F:25])[CH:17]=2)=[N:4][C:5]([C@@H:8]2[CH2:13][CH2:12][C@@H:11]([OH:14])[C@H:10]([F:15])[CH2:9]2)=[CH:6][N:7]=1.Cl.[NH2:27][C@@H:28]([C:31]1[CH:36]=[C:35]([F:37])[CH:34]=[C:33]([Br:38])[CH:32]=1)[CH2:29][OH:30].C(Cl)CCl.CCN(C(C)C)C(C)C.C(O)(C(F)(F)F)=O. Product: [NH2:1][C:2]1[C:3]([C:16]2[CH:24]=[CH:23][C:19]([C:20]([NH:27][C@@H:28]([C:31]3[CH:36]=[C:35]([F:37])[CH:34]=[C:33]([Br:38])[CH:32]=3)[CH2:29][OH:30])=[O:21])=[C:18]([F:25])[CH:17]=2)=[N:4][C:5]([C@@H:8]2[CH2:13][CH2:12][C@@H:11]([OH:14])[C@H:10]([F:15])[CH2:9]2)=[CH:6][N:7]=1. The catalyst class is: 18.